This data is from Reaction yield outcomes from USPTO patents with 853,638 reactions. The task is: Predict the reaction yield, written as a fraction of the theoretical maximum amount of product (1.0 means a 100% yield; for example, 0.34 means a 34% yield). (1) The reactants are [Cl:1][C:2]1[CH:7]=[CH:6][C:5]([NH:8][C:9](=[O:28])[NH:10][C:11]2[CH:26]=[CH:25][C:14]([O:15][C:16]3[CH:21]=[CH:20][N:19]=[C:18]([C:22]([OH:24])=[O:23])[CH:17]=3)=[CH:13][C:12]=2[F:27])=[CH:4][C:3]=1[C:29]([F:32])([F:31])[F:30].S(=O)(=O)(O)O.[CH3:38]O. No catalyst specified. The product is [Cl:1][C:2]1[CH:7]=[CH:6][C:5]([NH:8][C:9](=[O:28])[NH:10][C:11]2[CH:26]=[CH:25][C:14]([O:15][C:16]3[CH:21]=[CH:20][N:19]=[C:18]([C:22]([O:24][CH3:38])=[O:23])[CH:17]=3)=[CH:13][C:12]=2[F:27])=[CH:4][C:3]=1[C:29]([F:31])([F:32])[F:30]. The yield is 0.800. (2) The reactants are [N:1]1[CH:6]=[CH:5][CH:4]=[C:3]([N:7]2[CH2:22][CH2:21][CH2:20][C:8]32[CH2:12][N:11](C(OC(C)(C)C)=O)[CH2:10][CH2:9]3)[CH:2]=1.[ClH:23]. The catalyst is ClCCl.Cl. The product is [ClH:23].[ClH:23].[N:1]1[CH:6]=[CH:5][CH:4]=[C:3]([N:7]2[C:8]3([CH2:9][CH2:10][NH:11][CH2:12]3)[CH2:20][CH2:21][CH2:22]2)[CH:2]=1. The yield is 0.720. (3) The reactants are [CH2:1]([O:3][C:4](=[O:7])[CH2:5][NH2:6])[CH3:2].[CH2:8]([O:12][C:13]1[CH:18]=[CH:17][C:16]([S:19](Cl)(=[O:21])=[O:20])=[CH:15][CH:14]=1)[C:9]#[C:10][CH3:11]. The catalyst is C(Cl)(Cl)Cl.N1C=CC=CC=1.CCOCC. The product is [CH2:1]([O:3][C:4](=[O:7])[CH2:5][NH:6][S:19]([C:16]1[CH:15]=[CH:14][C:13]([O:12][CH2:8][C:9]#[C:10][CH3:11])=[CH:18][CH:17]=1)(=[O:21])=[O:20])[CH3:2]. The yield is 0.430. (4) The product is [Br:5][C:6]1[CH:26]=[CH:25][C:9]2[O:10][CH2:11][CH:12]([CH2:14][OH:13])[C:15]3[S:19][C:18]([C:20]([O:22][CH2:23][CH3:24])=[O:21])=[N:17][C:16]=3[C:8]=2[CH:7]=1. The yield is 0.680. The reactants are B(F)(F)F.[Br:5][C:6]1[CH:26]=[CH:25][C:9]2[O:10][CH2:11][C:12]3([C:15]4[S:19][C:18]([C:20]([O:22][CH2:23][CH3:24])=[O:21])=[N:17][C:16]=4[C:8]=2[CH:7]=1)[CH2:14][O:13]3.[SiH](CC)(CC)CC. The catalyst is ClCCl.C([O-])(O)=O.[Na+]. (5) The reactants are Cl.[NH:2]1[CH2:7][CH2:6][CH:5]([CH2:8][O:9][C:10]2[C:11]([NH2:16])=[N:12][CH:13]=[CH:14][CH:15]=2)[CH2:4][CH2:3]1.[C:17]12([NH:22][C:23]([C:25]3[CH:30]=[C:29](Cl)[N:28]=[C:27]([O:32][CH2:33][C@H:34]4[CH2:36][C@H:35]4[C:37]#[N:38])[N:26]=3)=[O:24])[CH2:21][CH:19]([CH2:20]1)[CH2:18]2.C(Cl)Cl.CO. The catalyst is C1COCC1. The product is [NH2:16][C:11]1[C:10]([O:9][CH2:8][CH:5]2[CH2:6][CH2:7][N:2]([C:29]3[N:28]=[C:27]([O:32][CH2:33][C@H:34]4[CH2:36][C@H:35]4[C:37]#[N:38])[N:26]=[C:25]([C:23]([NH:22][C:17]45[CH2:21][CH:19]([CH2:18]4)[CH2:20]5)=[O:24])[CH:30]=3)[CH2:3][CH2:4]2)=[CH:15][CH:14]=[CH:13][N:12]=1. The yield is 0.330. (6) The product is [CH3:1][C:2]1[C:6]([C:7]2[CH:12]=[C:11]([NH2:13])[C:10]([NH:16][CH2:17][CH3:18])=[C:9]([I:25])[CH:8]=2)=[C:5]([CH3:26])[O:4][N:3]=1. The reactants are [CH3:1][C:2]1[C:6]([C:7]2[CH:12]=[C:11]([N+:13]([O-])=O)[C:10]([N:16](CC)[C:17](=O)[C:18](F)(F)F)=[C:9]([I:25])[CH:8]=2)=[C:5]([CH3:26])[O:4][N:3]=1.C[O-].[Na+].[OH-].[Na+]. The catalyst is CO.O. The yield is 0.220. (7) The catalyst is CC(C)=O.O.C(COC)OC. The product is [P:1]([O:13][CH2:26][Cl:25])([O:3][C:4]([CH3:6])([CH3:7])[CH3:5])([O:8][C:9]([CH3:12])([CH3:11])[CH3:10])=[O:2]. The yield is 0.580. The reactants are [P:1]([O-:13])([O:8][C:9]([CH3:12])([CH3:11])[CH3:10])([O:3][C:4]([CH3:7])([CH3:6])[CH3:5])=[O:2].O.O.O.O.O.[OH-].C[N+](C)(C)C.[Cl:25][CH2:26]I.